From a dataset of NCI-60 drug combinations with 297,098 pairs across 59 cell lines. Regression. Given two drug SMILES strings and cell line genomic features, predict the synergy score measuring deviation from expected non-interaction effect. Drug 2: B(C(CC(C)C)NC(=O)C(CC1=CC=CC=C1)NC(=O)C2=NC=CN=C2)(O)O. Synergy scores: CSS=57.3, Synergy_ZIP=1.99, Synergy_Bliss=3.24, Synergy_Loewe=-9.51, Synergy_HSA=3.49. Drug 1: C1CC(CNC1)C2=CC=C(C=C2)N3C=C4C=CC=C(C4=N3)C(=O)N. Cell line: HT29.